Dataset: Catalyst prediction with 721,799 reactions and 888 catalyst types from USPTO. Task: Predict which catalyst facilitates the given reaction. (1) Reactant: [CH3:1][S:2][C:3]1[N:7]2[C:8](=[O:20])[C:9]3[NH:10][CH:11]=[N:12][C:13]=3[N:14]([CH2:15][CH2:16][CH2:17][CH2:18][CH3:19])[C:6]2=[N:5][N:4]=1.[Br:21]N1C(=O)CCC1=O. Product: [Br:21][C:11]1[NH:10][C:9]2[C:8](=[O:20])[N:7]3[C:3]([S:2][CH3:1])=[N:4][N:5]=[C:6]3[N:14]([CH2:15][CH2:16][CH2:17][CH2:18][CH3:19])[C:13]=2[N:12]=1. The catalyst class is: 20. (2) Reactant: Cl[C:2]1[N:7]=[C:6]([NH:8][C:9]([C:11]2([C:14]3[CH:24]=[CH:23][C:17]4[O:18][C:19]([F:22])([F:21])[O:20][C:16]=4[CH:15]=3)[CH2:13][CH2:12]2)=[O:10])[CH:5]=[CH:4][C:3]=1[CH3:25].[F:26][C:27]1[CH:28]=[C:29](B2OC(C)(C)C(C)(C)O2)[C:30]([O:33][CH3:34])=[N:31][CH:32]=1.C(=O)([O-])[O-].[Na+].[Na+]. Product: [F:21][C:19]1([F:22])[O:18][C:17]2[CH:23]=[CH:24][C:14]([C:11]3([C:9]([NH:8][C:6]4[N:7]=[C:2]([C:29]5[C:30]([O:33][CH3:34])=[N:31][CH:32]=[C:27]([F:26])[CH:28]=5)[C:3]([CH3:25])=[CH:4][CH:5]=4)=[O:10])[CH2:13][CH2:12]3)=[CH:15][C:16]=2[O:20]1. The catalyst class is: 104. (3) Reactant: [CH:1]([C:5]1[CH:11]=[CH:10][CH:9]=[C:8](Br)[C:6]=1[NH2:7])([CH2:3][CH3:4])[CH3:2].[C:13](B1OC(C)(C)C(C)(C)O1)([CH3:15])=[CH2:14].CC#N.C([O-])([O-])=O.[K+].[K+]. Product: [CH:1]([C:5]1[CH:11]=[CH:10][CH:9]=[C:8]([CH:13]([CH3:15])[CH3:14])[C:6]=1[NH2:7])([CH2:3][CH3:4])[CH3:2]. The catalyst class is: 257. (4) Reactant: Cl.[F:2][C:3]([F:19])([F:18])[CH2:4][O:5][N:6]=[C:7]([C:10]1[C:15]([Cl:16])=[CH:14][C:13]([Cl:17])=[CH:12][N:11]=1)[CH2:8][NH2:9].[F:20][C:21]([F:32])([F:31])[C:22]1[CH:30]=[CH:29][CH:28]=[CH:27][C:23]=1[C:24](Cl)=[O:25].C(=O)([O-])[O-].[K+].[K+]. Product: [Cl:16][C:15]1[C:10]([C:7](=[N:6][O:5][CH2:4][C:3]([F:18])([F:2])[F:19])[CH2:8][NH:9][C:24](=[O:25])[C:23]2[CH:27]=[CH:28][CH:29]=[CH:30][C:22]=2[C:21]([F:20])([F:31])[F:32])=[N:11][CH:12]=[C:13]([Cl:17])[CH:14]=1. The catalyst class is: 229. (5) Reactant: C([O:4][CH2:5][C:6]([CH3:45])([CH3:44])[CH2:7][N:8]1[C:14]2[CH:15]=[CH:16][C:17]([Cl:19])=[CH:18][C:13]=2[C@@H:12]([C:20]2[CH:25]=[CH:24][CH:23]=[C:22]([O:26][CH3:27])[C:21]=2[O:28][CH3:29])[O:11][C@H:10]([CH2:30][C:31]2[O:35][C:34](CCC(OCC)=O)=[N:33][N:32]=2)[C:9]1=[O:43])(=O)C.[OH-:46].[Na+]. Product: [Cl:19][C:17]1[CH:16]=[CH:15][C:14]2[N:8]([CH2:7][C:6]([CH3:44])([CH3:45])[CH2:5][OH:4])[C:9](=[O:43])[C@@H:10]([CH2:30][C:31]3[O:35][C:34]([CH:6]([CH3:7])[C:5]([OH:4])=[O:46])=[N:33][N:32]=3)[O:11][C@H:12]([C:20]3[CH:25]=[CH:24][CH:23]=[C:22]([O:26][CH3:27])[C:21]=3[O:28][CH3:29])[C:13]=2[CH:18]=1. The catalyst class is: 8. (6) Reactant: [CH3:1][C:2]([CH3:10])([CH3:9])[CH:3]=[C:4]([C:7]#[N:8])[C:5]#[N:6].[Na+].[Cl-].[BH4-].[Na+].Cl. Product: [CH2:3]([CH:4]([C:7]#[N:8])[C:5]#[N:6])[C:2]([CH3:10])([CH3:9])[CH3:1]. The catalyst class is: 336.